From a dataset of Full USPTO retrosynthesis dataset with 1.9M reactions from patents (1976-2016). Predict the reactants needed to synthesize the given product. (1) Given the product [C:24]([O:23][C:21]([NH:28][C@H:29]1[CH2:34][CH2:33][CH2:32][N:31]([C:2]2[N:7]3[N:8]=[CH:9][CH:10]=[C:6]3[N:5]=[C:4]([CH3:11])[C:3]=2[CH:12]([CH2:18][CH2:19][CH3:20])[C:13]([O:15][CH2:16][CH3:17])=[O:14])[CH2:30]1)=[O:22])([CH3:27])([CH3:25])[CH3:26], predict the reactants needed to synthesize it. The reactants are: Cl[C:2]1[N:7]2[N:8]=[CH:9][CH:10]=[C:6]2[N:5]=[C:4]([CH3:11])[C:3]=1[CH:12]([CH2:18][CH2:19][CH3:20])[C:13]([O:15][CH2:16][CH3:17])=[O:14].[C:21]([NH:28][C@H:29]1[CH2:34][CH2:33][CH2:32][NH:31][CH2:30]1)([O:23][C:24]([CH3:27])([CH3:26])[CH3:25])=[O:22].C(N(C(C)C)CC)(C)C. (2) Given the product [CH:3]([N:6]([SiH:1]([N:12]([CH2:13][CH3:14])[CH2:10][CH3:11])[SiH3:2])[CH:7]([CH3:9])[CH3:8])([CH3:5])[CH3:4], predict the reactants needed to synthesize it. The reactants are: [SiH3:1][SiH3:2].[CH:3]([NH:6][CH:7]([CH3:9])[CH3:8])([CH3:5])[CH3:4].[CH2:10]([NH:12][CH2:13][CH3:14])[CH3:11]. (3) Given the product [CH2:25]([C:9]([CH:8]([O:20][CH2:18][CH3:19])[C:7]1[CH:6]=[CH:5][C:4]([O:3][C:2]([F:16])([F:17])[F:1])=[CH:15][CH:14]=1)([C:12]#[N:13])[C:10]#[N:11])[CH:24]=[CH2:23], predict the reactants needed to synthesize it. The reactants are: [F:1][C:2]([F:17])([F:16])[O:3][C:4]1[CH:15]=[CH:14][C:7]([CH:8]=[C:9]([C:12]#[N:13])[C:10]#[N:11])=[CH:6][CH:5]=1.[CH2:18]([OH:20])[CH3:19].C(=O)(OC)O[CH2:23][CH:24]=[CH2:25]. (4) Given the product [Cl:69][C:67]1[CH:24]=[CH:23][CH:22]=[C:21]([F:26])[C:20]=1[CH2:19][CH2:18][S:16]([C:9]1[N:8]([C:5]2[CH:6]=[CH:7][C:2]([F:1])=[CH:3][CH:4]=2)[C:12]([C:13]([O:15][CH2:29][CH3:30])=[O:14])=[CH:11][N:10]=1)(=[O:17])=[O:64], predict the reactants needed to synthesize it. The reactants are: [F:1][C:2]1[CH:7]=[CH:6][C:5]([N:8]2[C:12]([C:13]([OH:15])=[O:14])=[CH:11][N:10]=[C:9]2[S:16]([CH2:18][C:19]2[C:24](F)=[CH:23][CH:22]=[C:21]([F:26])[C:20]=2F)=[O:17])=[CH:4][CH:3]=1.Cl[C:29]1C=CC=C(F)[C:30]=1CCSC1N(C2C=CC(F)=CC=2)C(C(OCC)=O)=CN=1.C1C=C(Cl)C=C(C(OO)=[O:64])C=1.[CH2:67]([Cl:69])Cl. (5) Given the product [Cl:1][C:2]1[CH:3]=[C:4]2[C:9](=[C:10]([Cl:12])[CH:11]=1)[O:8][CH:7]([C:13]([F:16])([F:15])[F:14])[C:6]([C:17]([Cl:22])=[O:19])=[CH:5]2, predict the reactants needed to synthesize it. The reactants are: [Cl:1][C:2]1[CH:3]=[C:4]2[C:9](=[C:10]([Cl:12])[CH:11]=1)[O:8][CH:7]([C:13]([F:16])([F:15])[F:14])[C:6]([C:17]([OH:19])=O)=[CH:5]2.S(Cl)([Cl:22])=O. (6) Given the product [CH3:2][N:3]([CH3:10])[CH2:4]/[CH:5]=[CH:6]/[C:7]([NH:20][C:21]1[CH:22]=[C:23]([CH:50]=[CH:51][CH:52]=1)[O:24][C:25]1[N:26]=[C:27]([NH:36][C:37]2[CH:38]=[CH:39][C:40]([N:43]3[CH2:44][CH2:45][N:46]([CH3:49])[CH2:47][CH2:48]3)=[CH:41][CH:42]=2)[C:28]([C:33]([NH2:35])=[O:34])=[N:29][C:30]=1[CH2:31][CH3:32])=[O:8], predict the reactants needed to synthesize it. The reactants are: Cl.[CH3:2][N:3]([CH3:10])[CH2:4]/[CH:5]=[CH:6]/[C:7](O)=[O:8].C(#N)C.C(Cl)(=O)C(Cl)=O.[NH2:20][C:21]1[CH:22]=[C:23]([CH:50]=[CH:51][CH:52]=1)[O:24][C:25]1[N:26]=[C:27]([NH:36][C:37]2[CH:42]=[CH:41][C:40]([N:43]3[CH2:48][CH2:47][N:46]([CH3:49])[CH2:45][CH2:44]3)=[CH:39][CH:38]=2)[C:28]([C:33]([NH2:35])=[O:34])=[N:29][C:30]=1[CH2:31][CH3:32]. (7) Given the product [F:8][C:4]1[CH:5]=[CH:6][CH:7]=[C:2]([F:1])[C:3]=1[C:9]1[NH:10][C:11]2[C:16]([CH:17]=1)=[CH:15][C:14]([C:33]1[N:29]([CH2:27][CH3:28])[N:30]=[C:31]([C:42]([F:43])([F:45])[F:44])[CH:32]=1)=[CH:13][CH:12]=2, predict the reactants needed to synthesize it. The reactants are: [F:1][C:2]1[CH:7]=[CH:6][CH:5]=[C:4]([F:8])[C:3]=1[C:9]1[NH:10][C:11]2[C:16]([CH:17]=1)=[CH:15][C:14](B1OC(C)(C)C(C)(C)O1)=[CH:13][CH:12]=2.[CH2:27]([N:29]1[C:33](OS(C(F)(F)F)(=O)=O)=[CH:32][C:31]([C:42]([F:45])([F:44])[F:43])=[N:30]1)[CH3:28]. (8) Given the product [S:15]1[CH:19]=[CH:18][C:17]([C:20]2[CH:21]=[CH:22][C:23]([C:26]3[C:27](=[O:29])[O:28][CH2:2][C:3]=3[C:5]3[CH:6]=[CH:7][C:8]([S:11]([CH3:14])(=[O:13])=[O:12])=[CH:9][CH:10]=3)=[CH:24][CH:25]=2)=[CH:16]1, predict the reactants needed to synthesize it. The reactants are: Br[CH2:2][C:3]([C:5]1[CH:10]=[CH:9][C:8]([S:11]([CH3:14])(=[O:13])=[O:12])=[CH:7][CH:6]=1)=O.[S:15]1[CH:19]=[CH:18][C:17]([C:20]2[CH:25]=[CH:24][C:23]([CH2:26][C:27]([OH:29])=[O:28])=[CH:22][CH:21]=2)=[CH:16]1.C1CCN2C(=NCCC2)CC1.Cl.